From a dataset of NCI-60 drug combinations with 297,098 pairs across 59 cell lines. Regression. Given two drug SMILES strings and cell line genomic features, predict the synergy score measuring deviation from expected non-interaction effect. (1) Drug 1: CC1=C(C=C(C=C1)NC2=NC=CC(=N2)N(C)C3=CC4=NN(C(=C4C=C3)C)C)S(=O)(=O)N.Cl. Drug 2: CC12CCC3C(C1CCC2O)C(CC4=C3C=CC(=C4)O)CCCCCCCCCS(=O)CCCC(C(F)(F)F)(F)F. Cell line: NCI-H522. Synergy scores: CSS=9.81, Synergy_ZIP=-0.609, Synergy_Bliss=3.30, Synergy_Loewe=1.18, Synergy_HSA=3.62. (2) Drug 1: C1=CC(=CC=C1CC(C(=O)O)N)N(CCCl)CCCl.Cl. Drug 2: C#CCC(CC1=CN=C2C(=N1)C(=NC(=N2)N)N)C3=CC=C(C=C3)C(=O)NC(CCC(=O)O)C(=O)O. Cell line: NCI-H226. Synergy scores: CSS=5.92, Synergy_ZIP=-0.847, Synergy_Bliss=2.81, Synergy_Loewe=0.684, Synergy_HSA=1.30. (3) Drug 1: C(=O)(N)NO. Drug 2: CCCCCOC(=O)NC1=NC(=O)N(C=C1F)C2C(C(C(O2)C)O)O. Cell line: COLO 205. Synergy scores: CSS=-0.946, Synergy_ZIP=2.31, Synergy_Bliss=4.30, Synergy_Loewe=-1.05, Synergy_HSA=-1.48. (4) Drug 1: CC12CCC(CC1=CCC3C2CCC4(C3CC=C4C5=CN=CC=C5)C)O. Drug 2: CN(CCCl)CCCl.Cl. Cell line: RXF 393. Synergy scores: CSS=15.9, Synergy_ZIP=-4.33, Synergy_Bliss=-1.41, Synergy_Loewe=-0.291, Synergy_HSA=1.50. (5) Drug 1: CC1C(C(CC(O1)OC2CC(CC3=C2C(=C4C(=C3O)C(=O)C5=C(C4=O)C(=CC=C5)OC)O)(C(=O)CO)O)N)O.Cl. Drug 2: C1=CC=C(C(=C1)C(C2=CC=C(C=C2)Cl)C(Cl)Cl)Cl. Cell line: CCRF-CEM. Synergy scores: CSS=40.5, Synergy_ZIP=21.2, Synergy_Bliss=29.7, Synergy_Loewe=-68.8, Synergy_HSA=4.46. (6) Drug 1: CC1CCC2CC(C(=CC=CC=CC(CC(C(=O)C(C(C(=CC(C(=O)CC(OC(=O)C3CCCCN3C(=O)C(=O)C1(O2)O)C(C)CC4CCC(C(C4)OC)O)C)C)O)OC)C)C)C)OC. Drug 2: C1=CC=C(C(=C1)C(C2=CC=C(C=C2)Cl)C(Cl)Cl)Cl. Cell line: 786-0. Synergy scores: CSS=-0.409, Synergy_ZIP=-0.0297, Synergy_Bliss=-1.07, Synergy_Loewe=-0.500, Synergy_HSA=-1.06. (7) Drug 1: CC1C(C(CC(O1)OC2CC(OC(C2O)C)OC3=CC4=CC5=C(C(=O)C(C(C5)C(C(=O)C(C(C)O)O)OC)OC6CC(C(C(O6)C)O)OC7CC(C(C(O7)C)O)OC8CC(C(C(O8)C)O)(C)O)C(=C4C(=C3C)O)O)O)O. Drug 2: CCC1(C2=C(COC1=O)C(=O)N3CC4=CC5=C(C=CC(=C5CN(C)C)O)N=C4C3=C2)O.Cl. Cell line: OVCAR3. Synergy scores: CSS=48.2, Synergy_ZIP=1.53, Synergy_Bliss=2.46, Synergy_Loewe=2.39, Synergy_HSA=6.54. (8) Drug 1: CC1OCC2C(O1)C(C(C(O2)OC3C4COC(=O)C4C(C5=CC6=C(C=C35)OCO6)C7=CC(=C(C(=C7)OC)O)OC)O)O. Drug 2: CCC1(CC2CC(C3=C(CCN(C2)C1)C4=CC=CC=C4N3)(C5=C(C=C6C(=C5)C78CCN9C7C(C=CC9)(C(C(C8N6C=O)(C(=O)OC)O)OC(=O)C)CC)OC)C(=O)OC)O.OS(=O)(=O)O. Cell line: PC-3. Synergy scores: CSS=24.5, Synergy_ZIP=-5.15, Synergy_Bliss=3.12, Synergy_Loewe=4.02, Synergy_HSA=4.11. (9) Drug 1: CC(C1=C(C=CC(=C1Cl)F)Cl)OC2=C(N=CC(=C2)C3=CN(N=C3)C4CCNCC4)N. Drug 2: C1CCC(CC1)NC(=O)N(CCCl)N=O. Cell line: SR. Synergy scores: CSS=57.5, Synergy_ZIP=-1.27, Synergy_Bliss=-4.93, Synergy_Loewe=-7.08, Synergy_HSA=-2.27. (10) Drug 2: CC1=CC=C(C=C1)C2=CC(=NN2C3=CC=C(C=C3)S(=O)(=O)N)C(F)(F)F. Cell line: NCI-H522. Drug 1: C1CCC(C1)C(CC#N)N2C=C(C=N2)C3=C4C=CNC4=NC=N3. Synergy scores: CSS=11.8, Synergy_ZIP=-3.22, Synergy_Bliss=1.56, Synergy_Loewe=2.82, Synergy_HSA=3.07.